This data is from Forward reaction prediction with 1.9M reactions from USPTO patents (1976-2016). The task is: Predict the product of the given reaction. (1) Given the reactants [CH2:1]([O:3][CH2:4][C:5]1[N:6]([CH2:18][C:19]2([O:24][CH3:25])[CH2:23][CH2:22][CH2:21][CH2:20]2)[C:7]2[C:16]3[CH:15]=[CH:14][CH:13]=[CH:12][C:11]=3[N:10]=[CH:9][C:8]=2[N:17]=1)[CH3:2].C1C=C(Cl)C=C(C(OO)=O)C=1.[OH-].[NH4+:38].S(Cl)(C1C=CC(C)=CC=1)(=O)=O, predict the reaction product. The product is: [CH2:1]([O:3][CH2:4][C:5]1[N:6]([CH2:18][C:19]2([O:24][CH3:25])[CH2:20][CH2:21][CH2:22][CH2:23]2)[C:7]2[C:16]3[CH:15]=[CH:14][CH:13]=[CH:12][C:11]=3[N:10]=[C:9]([NH2:38])[C:8]=2[N:17]=1)[CH3:2]. (2) Given the reactants Cl[C:2]1[C:11]2[C:6](=[CH:7][CH:8]=[C:9]3[S:14][CH:13]=[CH:12][C:10]3=2)[N:5]=[CH:4][C:3]=1[C:15]([O:17][CH2:18][CH3:19])=[O:16].[NH2:20][C:21]1[CH:26]=[CH:25][CH:24]=[CH:23][CH:22]=1, predict the reaction product. The product is: [C:21]1([NH:20][C:2]2[C:11]3[C:6](=[CH:7][CH:8]=[C:9]4[S:14][CH:13]=[CH:12][C:10]4=3)[N:5]=[CH:4][C:3]=2[C:15]([O:17][CH2:18][CH3:19])=[O:16])[CH:26]=[CH:25][CH:24]=[CH:23][CH:22]=1. (3) Given the reactants Br[C:2]1[CH:3]=[N:4][CH:5]=[C:6]([Br:9])[C:7]=1[CH3:8].C[C:11]1[CH:19]=[C:18]2[C:14]([CH2:15][NH:16][C:17]2=[O:20])=[CH:13][CH:12]=1.[C:21](=O)([O-])[O-].[K+].[K+].CNCCNC, predict the reaction product. The product is: [Br:9][C:6]1[C:7]([CH3:8])=[C:2]([N:16]2[CH2:15][C:14]3[C:18](=[CH:19][CH:11]=[C:12]([CH3:21])[CH:13]=3)[C:17]2=[O:20])[CH:3]=[N:4][CH:5]=1. (4) Given the reactants CN(C)[C:3]1[N:4]=[C:5]([C:13]2[CH:18]=[CH:17][CH:16]=[CH:15][CH:14]=2)[C:6]2[CH2:12][CH2:11][NH:10][CH2:9][C:7]=2[N:8]=1.[Cl:20][C:21]1[C:29]([C:30]([F:33])([F:32])[F:31])=[CH:28][CH:27]=[CH:26][C:22]=1[C:23](O)=[O:24].Cl[C:35]1C(Cl)=CC=CC=1C(O)=O, predict the reaction product. The product is: [Cl:20][C:21]1[C:29]([C:30]([F:33])([F:32])[F:31])=[CH:28][CH:27]=[CH:26][C:22]=1[C:23]([N:10]1[CH2:11][CH2:12][C:6]2[C:5]([C:13]3[CH:14]=[CH:15][CH:16]=[CH:17][CH:18]=3)=[N:4][C:3]([CH3:35])=[N:8][C:7]=2[CH2:9]1)=[O:24].